Dataset: Forward reaction prediction with 1.9M reactions from USPTO patents (1976-2016). Task: Predict the product of the given reaction. (1) Given the reactants [I:1][C:2]1[CH:6]=[C:5]([CH:7]2[CH2:12][CH2:11][N:10]([CH:13]3[CH2:16][O:15][CH2:14]3)[CH2:9][CH2:8]2)[N:4]([CH:17](C)C)[N:3]=1.IC1C=C(C2CCNCC2)N(C)N=1, predict the reaction product. The product is: [I:1][C:2]1[CH:6]=[C:5]([CH:7]2[CH2:12][CH2:11][N:10]([CH:13]3[CH2:14][O:15][CH2:16]3)[CH2:9][CH2:8]2)[N:4]([CH3:17])[N:3]=1. (2) Given the reactants Cl.[NH:2]1[CH2:7][CH2:6][CH2:5][CH2:4][CH:3]1[C:8]([NH2:10])=[O:9].[Cl:11][C:12]1[CH:13]=[C:14]2[CH:20]=[C:19]([C:21]([NH:23][C@@H:24]([CH2:28][C:29]3[CH:34]=[CH:33][C:32]([F:35])=[CH:31][CH:30]=3)[C:25](O)=[O:26])=[O:22])[NH:18][C:15]2=[CH:16][N:17]=1.CN(C(ON1N=NC2C=CC=NC1=2)=[N+](C)C)C.F[P-](F)(F)(F)(F)F.CCN(C(C)C)C(C)C, predict the reaction product. The product is: [C:8]([CH:3]1[CH2:4][CH2:5][CH2:6][CH2:7][N:2]1[C:25](=[O:26])[C@@H:24]([NH:23][C:21]([C:19]1[NH:18][C:15]2=[CH:16][N:17]=[C:12]([Cl:11])[CH:13]=[C:14]2[CH:20]=1)=[O:22])[CH2:28][C:29]1[CH:30]=[CH:31][C:32]([F:35])=[CH:33][CH:34]=1)(=[O:9])[NH2:10]. (3) Given the reactants [CH2:1]([N:3]1[CH:11]=[C:10]2[C:5]([CH:6]=[C:7]([C:13]([O:15][CH2:16][CH3:17])=[O:14])[CH:8]=[C:9]2[OH:12])=[N:4]1)[CH3:2].[N:18]1([C:22]([C:24]2[CH:29]=[N:28][C:27](Cl)=[CH:26][N:25]=2)=[O:23])[CH2:21][CH2:20][CH2:19]1, predict the reaction product. The product is: [N:18]1([C:22]([C:24]2[N:25]=[CH:26][C:27]([O:12][C:9]3[C:10]4[C:5]([CH:6]=[C:7]([C:13]([O:15][CH2:16][CH3:17])=[O:14])[CH:8]=3)=[N:4][N:3]([CH2:1][CH3:2])[CH:11]=4)=[N:28][CH:29]=2)=[O:23])[CH2:21][CH2:20][CH2:19]1. (4) Given the reactants [Cl:1][C:2]1[CH:7]=[CH:6][C:5]([N:8]([C@H:13]2[C:22]3[C:17](=[CH:18][CH:19]=[CH:20][CH:21]=3)[N:16]([C:23](=[O:31])[C:24]3[CH:29]=[CH:28][C:27]([OH:30])=[CH:26][CH:25]=3)[C@@H:15]([CH3:32])[CH2:14]2)[C:9](=[O:12])[CH2:10]C)=[CH:4][CH:3]=1.C(N)(=O)C.[CH:37]1(Br)[CH2:41][CH2:40][CH2:39][CH2:38]1.C(=O)([O-])[O-].[K+].[K+].[I-].[K+], predict the reaction product. The product is: [Cl:1][C:2]1[CH:3]=[CH:4][C:5]([N:8]([C@H:13]2[C:22]3[C:17](=[CH:18][CH:19]=[CH:20][CH:21]=3)[N:16]([C:23](=[O:31])[C:24]3[CH:25]=[CH:26][C:27]([O:30][CH:37]4[CH2:41][CH2:40][CH2:39][CH2:38]4)=[CH:28][CH:29]=3)[C@@H:15]([CH3:32])[CH2:14]2)[C:9](=[O:12])[CH3:10])=[CH:6][CH:7]=1.